From a dataset of Reaction yield outcomes from USPTO patents with 853,638 reactions. Predict the reaction yield, written as a fraction of the theoretical maximum amount of product (1.0 means a 100% yield; for example, 0.34 means a 34% yield). (1) The reactants are Br[C:2]1[N:3]=[C:4]([CH:7]([O:20][Si:21]([C:24]([CH3:27])([CH3:26])[CH3:25])([CH3:23])[CH3:22])[CH2:8][CH2:9][CH2:10][CH2:11][CH2:12][CH2:13][C:14]2[CH:19]=[CH:18][CH:17]=[CH:16][CH:15]=2)[O:5][CH:6]=1.CN(C)[C:30](=[O:32])[CH3:31]. No catalyst specified. The product is [Si:21]([O:20][CH:7]([C:4]1[O:5][CH:6]=[C:2]([C:30](=[O:32])[CH3:31])[N:3]=1)[CH2:8][CH2:9][CH2:10][CH2:11][CH2:12][CH2:13][C:14]1[CH:19]=[CH:18][CH:17]=[CH:16][CH:15]=1)([C:24]([CH3:27])([CH3:26])[CH3:25])([CH3:23])[CH3:22]. The yield is 0.170. (2) The reactants are [CH3:1][O:2][CH:3]([O:6]C)[CH:4]=[CH2:5].[CH3:8]C1C=CC(S(O)(=O)=O)=CC=1.O.CCN([CH2:25][CH3:26])CC. The catalyst is CN(C=O)C.O. The product is [CH3:8][CH2:1][O:2][CH:3]([O:6][CH2:25][CH3:26])[CH:4]=[CH2:5]. The yield is 0.730. (3) The reactants are [CH2:1]([O:8][C:9]1[CH:18]=[C:17]2[C:12]([C:13](Cl)=[N:14][CH:15]=[N:16]2)=[CH:11][C:10]=1[O:20][CH3:21])[C:2]1[CH:7]=[CH:6][CH:5]=[CH:4][CH:3]=1.[OH:22][C:23]1[CH:24]=[C:25]2[C:29](=[CH:30][CH:31]=1)[NH:28][C:27]([CH3:32])=[CH:26]2. No catalyst specified. The product is [CH2:1]([O:8][C:9]1[CH:18]=[C:17]2[C:12]([C:13]([O:22][C:23]3[CH:24]=[C:25]4[C:29](=[CH:30][CH:31]=3)[NH:28][C:27]([CH3:32])=[CH:26]4)=[N:14][CH:15]=[N:16]2)=[CH:11][C:10]=1[O:20][CH3:21])[C:2]1[CH:7]=[CH:6][CH:5]=[CH:4][CH:3]=1. The yield is 0.910. (4) The reactants are [C:1]([OH:10])(=[O:9])/[CH:2]=[CH:3]\[CH:4]=[CH:5]\[C:6]([OH:8])=[O:7].II. The catalyst is C(OCC)(=O)C. The product is [C:1]([OH:10])(=[O:9])/[CH:2]=[CH:3]/[CH:4]=[CH:5]/[C:6]([OH:8])=[O:7]. The yield is 0.580. (5) The reactants are C[O-].[Na+].CO.[CH:6](OCC)=[O:7].[Cl:11][C:12]1[CH:13]=[C:14]([C:18](=[O:20])[CH3:19])[CH:15]=[CH:16][CH:17]=1. The catalyst is C1COCC1. The product is [Cl:11][C:12]1[CH:13]=[C:14]([C:18](=[O:20])[CH2:19][CH:6]=[O:7])[CH:15]=[CH:16][CH:17]=1. The yield is 0.280. (6) The reactants are [CH2:1]1[CH2:6][C@H:5]([C:7]([OH:9])=[O:8])[CH2:4][CH2:3][C@H:2]1[CH2:10][NH2:11].[C:12]([O:15][CH:16]([O:20][C:21](ON1C(=O)CCC1=O)=[O:22])[CH:17]([CH3:19])[CH3:18])(=[O:14])[CH3:13]. The catalyst is CC(OC)(C)C.CC(C)=O.O. The product is [C:12]([O:15][CH:16]([O:20][C:21]([NH:11][CH2:10][C@H:2]1[CH2:3][CH2:4][C@H:5]([C:7]([OH:9])=[O:8])[CH2:6][CH2:1]1)=[O:22])[CH:17]([CH3:19])[CH3:18])(=[O:14])[CH3:13]. The yield is 0.280. (7) The reactants are [CH2:1]([O:3][C@H:4]([C:17]([O:19][CH2:20][CH3:21])=[O:18])[CH2:5][C:6]1[CH:16]=[CH:15][C:9]([O:10][CH2:11][C:12]([OH:14])=O)=[CH:8][CH:7]=1)[CH3:2].[CH3:22][NH:23][CH2:24][C:25]1[CH:30]=[CH:29][CH:28]=[CH:27][CH:26]=1.F[B-](F)(F)F.N1(OC(N(C)C)=[N+](C)C)C2C=CC=CC=2N=N1. The catalyst is C(Cl)Cl. The product is [CH2:24]([N:23]([CH3:22])[C:12](=[O:14])[CH2:11][O:10][C:9]1[CH:8]=[CH:7][C:6]([CH2:5][C@H:4]([O:3][CH2:1][CH3:2])[C:17]([O:19][CH2:20][CH3:21])=[O:18])=[CH:16][CH:15]=1)[C:25]1[CH:30]=[CH:29][CH:28]=[CH:27][CH:26]=1. The yield is 0.430. (8) The reactants are [F:1][C:2]1[CH:10]=[C:9]([F:11])[C:8]([S:12]([OH:15])(=[O:14])=[O:13])=[CH:7][C:3]=1[C:4]([OH:6])=O.[F:16][C:17]1[CH:18]=[C:19]([C:23]2([CH2:29][CH2:30][N:31]3[CH:36]4[CH2:37][CH2:38][CH:32]3[CH2:33][CH:34]([N:39]3[C:43]5[CH:44]=[CH:45][CH:46]=[CH:47][C:42]=5[N:41]=[C:40]3[CH3:48])[CH2:35]4)[CH2:28][CH2:27][NH:26][CH2:25][CH2:24]2)[CH:20]=[CH:21][CH:22]=1.CCN(C(C)C)C(C)C.CN(C(ON1N=NC2C=CC=NC1=2)=[N+](C)C)C.F[P-](F)(F)(F)(F)F.ClC1C(C(N2CCC(C3C=CC=C(F)C=3)(CCN3C4CCC3CC(N3C5C=CC=CC=5N=C3C)C4)CC2)=O)=C(Cl)C=CC=1S(NC)(=O)=O. No catalyst specified. The product is [F:11][C:9]1[CH:10]=[C:2]([F:1])[C:3]([C:4]([N:26]2[CH2:25][CH2:24][C:23]([C:19]3[CH:20]=[CH:21][CH:22]=[C:17]([F:16])[CH:18]=3)([CH2:29][CH2:30][N:31]3[CH:32]4[CH2:38][CH2:37][CH:36]3[CH2:35][CH:34]([N:39]3[C:43]5[CH:44]=[CH:45][CH:46]=[CH:47][C:42]=5[N:41]=[C:40]3[CH3:48])[CH2:33]4)[CH2:28][CH2:27]2)=[O:6])=[CH:7][C:8]=1[S:12]([OH:15])(=[O:14])=[O:13]. The yield is 0.220. (9) The reactants are [NH2:1][CH2:2][C:3]([C:6]1[NH:7][C:8]2[C:13]([CH:14]=1)=[CH:12][C:11]([NH:15][C:16]([C:18]1([C:21]3[CH:29]=[CH:28][C:24]4[O:25][CH2:26][O:27][C:23]=4[CH:22]=3)[CH2:20][CH2:19]1)=[O:17])=[CH:10][CH:9]=2)([CH3:5])[CH3:4].N1C=CC=CC=1.[C:36](OC(=O)C)(=[O:38])[CH3:37].O. The catalyst is ClCCl. The product is [C:36]([NH:1][CH2:2][C:3]([C:6]1[NH:7][C:8]2[C:13]([CH:14]=1)=[CH:12][C:11]([NH:15][C:16]([C:18]1([C:21]3[CH:29]=[CH:28][C:24]4[O:25][CH2:26][O:27][C:23]=4[CH:22]=3)[CH2:20][CH2:19]1)=[O:17])=[CH:10][CH:9]=2)([CH3:4])[CH3:5])(=[O:38])[CH3:37]. The yield is 0.730.